This data is from Full USPTO retrosynthesis dataset with 1.9M reactions from patents (1976-2016). The task is: Predict the reactants needed to synthesize the given product. (1) The reactants are: [NH:1]1[CH2:6][CH2:5][CH:4]([C:7]2[CH:12]=[CH:11][C:10]([NH:13][C:14]([C:16]3[N:17]=[C:18]([C:25]4[CH:30]=[CH:29][CH:28]=[CH:27][CH:26]=4)[O:19][C:20]=3[C:21]([F:24])([F:23])[F:22])=[O:15])=[CH:9][CH:8]=2)[CH2:3][CH2:2]1.[NH:31]1[C:35]([CH:36]2[CH2:41][CH2:40][CH:39]([C:42](O)=[O:43])[CH2:38][CH2:37]2)=[N:34][N:33]=[N:32]1. Given the product [NH:34]1[C:35]([CH:36]2[CH2:37][CH2:38][CH:39]([C:42]([N:1]3[CH2:6][CH2:5][CH:4]([C:7]4[CH:8]=[CH:9][C:10]([NH:13][C:14]([C:16]5[N:17]=[C:18]([C:25]6[CH:30]=[CH:29][CH:28]=[CH:27][CH:26]=6)[O:19][C:20]=5[C:21]([F:22])([F:23])[F:24])=[O:15])=[CH:11][CH:12]=4)[CH2:3][CH2:2]3)=[O:43])[CH2:40][CH2:41]2)=[N:31][N:32]=[N:33]1, predict the reactants needed to synthesize it. (2) Given the product [C:21]([N:38]1[CH2:45][CH2:44][CH2:43][C@H:39]1[C:40]([OH:42])=[O:41])(=[O:37])[CH2:22][CH2:23][CH2:24][CH2:25][CH2:26][CH2:27][CH2:28][CH2:29][CH3:30], predict the reactants needed to synthesize it. The reactants are: N1CCC[C@H]1C(O)=O.C(Cl)(=O)CCCCCCCCC.[C:21]([N:38]1[CH2:45][CH2:44][CH2:43][C@H:39]1[C:40]([OH:42])=[O:41])(=[O:37])[CH2:22][CH2:23][CH2:24][CH2:25][CH2:26][CH2:27][CH2:28][CH2:29][CH2:30]CCCCCC.C(Cl)(=O)CCCCCCCCCCCCCCC. (3) The reactants are: [CH3:1][O:2][C:3]([C:5]1([NH:14][C:15](=[O:27])[C:16]2[CH:21]=[CH:20][C:19]([O:22][CH3:23])=[C:18]([N+:24]([O-])=O)[CH:17]=2)[CH2:13][C:12]2[C:7](=[CH:8][CH:9]=[CH:10][CH:11]=2)[CH2:6]1)=[O:4]. Given the product [CH3:1][O:2][C:3]([C:5]1([NH:14][C:15](=[O:27])[C:16]2[CH:21]=[CH:20][C:19]([O:22][CH3:23])=[C:18]([NH2:24])[CH:17]=2)[CH2:6][C:7]2[C:12](=[CH:11][CH:10]=[CH:9][CH:8]=2)[CH2:13]1)=[O:4], predict the reactants needed to synthesize it. (4) Given the product [NH:6]1[C:7]2[C:3](=[C:2]([C:14]3[C:22]4[C:17](=[N:18][CH:19]=[N:20][C:21]=4[NH2:23])[N:16]([CH:24]([CH3:26])[CH3:25])[N:15]=3)[CH:10]=[CH:9][CH:8]=2)[CH:4]=[CH:5]1, predict the reactants needed to synthesize it. The reactants are: B(O)(O)[C:2]1[CH:10]=[CH:9][CH:8]=[C:7]2[C:3]=1[CH:4]=[CH:5][NH:6]2.I[C:14]1[C:22]2[C:17](=[N:18][CH:19]=[N:20][C:21]=2[NH2:23])[N:16]([CH:24]([CH3:26])[CH3:25])[N:15]=1.C([O-])([O-])=O.[Na+].[Na+].